From a dataset of Reaction yield outcomes from USPTO patents with 853,638 reactions. Predict the reaction yield, written as a fraction of the theoretical maximum amount of product (1.0 means a 100% yield; for example, 0.34 means a 34% yield). The reactants are CO[C:3]([C:5]1[CH:10]=[CH:9][CH:8]=[C:7]([CH2:11][N:12]2[CH2:16][CH2:15][N:14]([C@H:17]([C:22]([O:24][C:25]([CH3:28])([CH3:27])[CH3:26])=[O:23])[C:18]([CH3:21])([CH3:20])[CH3:19])[C:13]2=[O:29])[N:6]=1)=[O:4].[CH3:30][Mg]Br. The catalyst is O1CCCC1.C(OCCCC)CCC. The product is [C:3]([C:5]1[N:6]=[C:7]([CH2:11][N:12]2[CH2:16][CH2:15][N:14]([C@@H:17]([C:18]([CH3:19])([CH3:21])[CH3:20])[C:22]([O:24][C:25]([CH3:28])([CH3:27])[CH3:26])=[O:23])[C:13]2=[O:29])[CH:8]=[CH:9][CH:10]=1)(=[O:4])[CH3:30]. The yield is 0.850.